Dataset: Catalyst prediction with 721,799 reactions and 888 catalyst types from USPTO. Task: Predict which catalyst facilitates the given reaction. (1) Reactant: [CH:1]12[O:9][CH:8]1[CH2:7][CH2:6][CH:5]=[CH:4][CH2:3][CH2:2]2.[H-].[H-].[H-].[H-].[Li+].[Al+3].O.[OH-].[Na+]. Product: [CH:8]1([OH:9])[CH2:1][CH2:2][CH2:3][CH:4]=[CH:5][CH2:6][CH2:7]1. The catalyst class is: 27. (2) Reactant: [N+:1]([C:4]1[CH:5]=[N:6][N:7]([CH2:9][C:10]2([CH2:14][OH:15])[CH2:13][O:12][CH2:11]2)[CH:8]=1)([O-:3])=[O:2].C(N(CC)CC)C.[S:23](Cl)([CH3:26])(=[O:25])=[O:24]. Product: [CH3:26][S:23]([O:15][CH2:14][C:10]1([CH2:9][N:7]2[CH:8]=[C:4]([N+:1]([O-:3])=[O:2])[CH:5]=[N:6]2)[CH2:13][O:12][CH2:11]1)(=[O:25])=[O:24]. The catalyst class is: 2. (3) Reactant: [NH2:1][C:2]([NH2:4])=[S:3].[Cl:5][CH2:6][C:7]([CH2:9]Cl)=O. Product: [ClH:5].[NH2:1][C:2]1[S:3][CH:9]=[C:7]([CH2:6][Cl:5])[N:4]=1. The catalyst class is: 21. (4) Reactant: [H-].[Al+3].[Li+].[H-].[H-].[H-].[NH2:7][CH2:8][C:9]([N:11]1[CH2:15][CH2:14][CH2:13][C@@H:12]1[CH2:16][OH:17])=O.O.[OH-].[Na+]. Product: [NH2:7][CH2:8][CH2:9][N:11]1[CH2:15][CH2:14][CH2:13][C@@H:12]1[CH2:16][OH:17]. The catalyst class is: 7. (5) Reactant: Cl[C:2]1[N:3]=[C:4]([O:29][CH:30]2[CH2:34][CH2:33][CH2:32][CH2:31]2)[C:5]2[C:10]([C:11]3[CH:20]=[CH:19][C:14]4[N:15]=[C:16]([CH3:18])[O:17][C:13]=4[CH:12]=3)=[CH:9][N:8]([CH2:21][O:22][CH2:23][CH2:24][Si:25]([CH3:28])([CH3:27])[CH3:26])[C:6]=2[N:7]=1.[NH2:35][C:36]1[CH:41]=[CH:40][C:39]([C:42]([N@@:44]2[CH2:46][CH:45]2[CH3:47])=[O:43])=[CH:38][C:37]=1[O:48][CH3:49].C(=O)([O-])[O-].[Cs+].[Cs+].C1(P(C2C=CC=CC=2)C2C=CC3C(=CC=CC=3)C=2C2C3C(=CC=CC=3)C=CC=2P(C2C=CC=CC=2)C2C=CC=CC=2)C=CC=CC=1. Product: [CH:30]1([O:29][C:4]2[C:5]3[C:10]([C:11]4[CH:20]=[CH:19][C:14]5[N:15]=[C:16]([CH3:18])[O:17][C:13]=5[CH:12]=4)=[CH:9][N:8]([CH2:21][O:22][CH2:23][CH2:24][Si:25]([CH3:28])([CH3:27])[CH3:26])[C:6]=3[N:7]=[C:2]([NH:35][C:36]3[CH:41]=[CH:40][C:39]([C:42]([N@@:44]4[CH2:46][CH:45]4[CH3:47])=[O:43])=[CH:38][C:37]=3[O:48][CH3:49])[N:3]=2)[CH2:34][CH2:33][CH2:32][CH2:31]1. The catalyst class is: 160. (6) Reactant: Br[C:2]1[CH:3]=[C:4]([N:13]([C@H:16]2[CH2:21][CH2:20][C@H:19]([N:22]([C:24]([O:26][C:27]([CH3:30])([CH3:29])[CH3:28])=[O:25])[CH3:23])[CH2:18][CH2:17]2)[CH2:14][CH3:15])[C:5]([CH3:12])=[C:6]([CH:11]=1)[C:7]([O:9][CH3:10])=[O:8].C(N(CC)CC)C.[CH3:38][C:39]([OH:43])([C:41]#[CH:42])[CH3:40]. Product: [C:27]([O:26][C:24]([N:22]([CH3:23])[C@H:19]1[CH2:20][CH2:21][C@H:16]([N:13]([CH2:14][CH3:15])[C:4]2[C:5]([CH3:12])=[C:6]([CH:11]=[C:2]([C:42]#[C:41][C:39]([OH:43])([CH3:40])[CH3:38])[CH:3]=2)[C:7]([O:9][CH3:10])=[O:8])[CH2:17][CH2:18]1)=[O:25])([CH3:29])([CH3:30])[CH3:28]. The catalyst class is: 555. (7) Reactant: [CH:1]([C:4]1[N:8]2[C:9]([C:16]([F:19])([F:18])[F:17])=[CH:10][CH:11]=[C:12]([C:13]([OH:15])=O)[C:7]2=[N:6][N:5]=1)([CH3:3])[CH3:2].[CH3:20][C:21]1[O:25][C:24]([NH2:26])=[N:23][N:22]=1.Cl.C(N=C=NCCCN(C)C)C.ON1C2N=CC=CC=2N=N1. Product: [CH:1]([C:4]1[N:8]2[C:9]([C:16]([F:17])([F:19])[F:18])=[CH:10][CH:11]=[C:12]([C:13]([NH:26][C:24]3[O:25][C:21]([CH3:20])=[N:22][N:23]=3)=[O:15])[C:7]2=[N:6][N:5]=1)([CH3:2])[CH3:3]. The catalyst class is: 9. (8) Reactant: CS(O[CH2:6][CH2:7][CH2:8][C:9]12[CH2:16][CH2:15][C:12]([C:17]([O:19][CH3:20])=[O:18])([CH2:13][CH2:14]1)[CH2:11][CH2:10]2)(=O)=O.[CH2:21]([S-:23])[CH3:22].[Na+]. Product: [CH2:21]([S:23][CH2:6][CH2:7][CH2:8][C:9]12[CH2:16][CH2:15][C:12]([C:17]([O:19][CH3:20])=[O:18])([CH2:13][CH2:14]1)[CH2:11][CH2:10]2)[CH3:22]. The catalyst class is: 39.